Dataset: M1 muscarinic receptor antagonist screen with 61,756 compounds. Task: Binary Classification. Given a drug SMILES string, predict its activity (active/inactive) in a high-throughput screening assay against a specified biological target. (1) The compound is S(c1n(nnn1)C1CCCCC1)CC(=O)Nc1cc(NC(=O)c2occc2)ccc1. The result is 0 (inactive). (2) The compound is Fc1c(c2nc(on2)CCC(=O)NC2CCN(CC2)Cc2ccccc2)cccc1. The result is 0 (inactive). (3) The result is 0 (inactive). The drug is Fc1c(N2CCN(CC2)c2nn3c(nnc3C(F)(F)F)cc2)c(F)c(F)c(c1F)C(F)(F)F. (4) The result is 0 (inactive). The drug is Clc1ccc(C(N2CCC3(OCCO3)CC2)C(=O)NCCCOCC)cc1. (5) The compound is S(C(c1ccccc1)C(=O)c1ccccc1)c1[nH]ncn1. The result is 0 (inactive). (6) The compound is S(c1nc2c(cc3OCCOc3c2)cc1C)CC(OC)=O. The result is 0 (inactive). (7) The compound is S(=O)(=O)(N(CC(=O)N1CCN(CC1)c1ccccc1)CCc1ccccc1)C. The result is 0 (inactive).